From a dataset of hERG Central: cardiac toxicity at 1µM, 10µM, and general inhibition. Predict hERG channel inhibition at various concentrations. (1) The drug is CC1(C)Cc2c(cnn2-c2cccc(F)c2)C(NC(=O)c2csnn2)C1. Results: hERG_inhib (hERG inhibition (general)): blocker. (2) The molecule is CC1CCCN(S(=O)(=O)c2ccc(CN3C(=O)c4cccnc4C3=O)cc2)C1. Results: hERG_inhib (hERG inhibition (general)): blocker. (3) The compound is Cc1cc(Cl)ccc1OCCCC(=O)NC1CCN(C)CC1. Results: hERG_inhib (hERG inhibition (general)): blocker. (4) The molecule is Cc1cccc(N2CCN(C(=O)CC(NC(=O)c3ccccc3Cl)c3ccccc3)CC2)c1C. Results: hERG_inhib (hERG inhibition (general)): blocker.